Predict the reactants needed to synthesize the given product. From a dataset of Full USPTO retrosynthesis dataset with 1.9M reactions from patents (1976-2016). Given the product [O:27]1[C:26]2[CH:30]=[CH:31][C:23]([S:20]([N:15]([CH2:16][CH:17]([CH3:19])[CH3:18])[CH2:14][C@@H:13]([OH:32])[C@@H:12]([NH:11][C:10](=[O:51])[O:9][C@@H:3]3[C@H:4]4[C@H:5]([O:6][CH2:7][CH2:8]4)[O:1][CH2:2]3)[CH2:33][C:34]3[CH:39]=[CH:38][C:37]([O:40][CH2:41][CH2:42][OH:43])=[CH:36][CH:35]=3)(=[O:22])=[O:21])=[CH:24][C:25]=2[O:29][CH2:28]1, predict the reactants needed to synthesize it. The reactants are: [O:1]1[C@H:5]2[O:6][CH2:7][CH2:8][C@H:4]2[C@@H:3]([O:9][C:10](=[O:51])[NH:11][C@@H:12]([CH2:33][C:34]2[CH:39]=[CH:38][C:37]([O:40][CH2:41][CH2:42][O:43][Si](C(C)(C)C)(C)C)=[CH:36][CH:35]=2)[C@H:13]([OH:32])[CH2:14][N:15]([S:20]([C:23]2[CH:31]=[CH:30][C:26]3[O:27][CH2:28][O:29][C:25]=3[CH:24]=2)(=[O:22])=[O:21])[CH2:16][CH:17]([CH3:19])[CH3:18])[CH2:2]1.[F-].C([N+](CCCC)(CCCC)CCCC)CCC.C(O)(=O)C.